From a dataset of Reaction yield outcomes from USPTO patents with 853,638 reactions. Predict the reaction yield, written as a fraction of the theoretical maximum amount of product (1.0 means a 100% yield; for example, 0.34 means a 34% yield). (1) The reactants are [C:1]([OH:9])(=[O:8])[C:2]1[CH:7]=[CH:6][CH:5]=[CH:4][CH:3]=1.[C:10]([O:14][CH2:15][CH3:16])(=[O:13])[C:11]#[CH:12]. The catalyst is C1(C)C=CC=CC=1.C(OCC)(=O)C.[Au+].ClP(C1C=CC=CC=1)(C1C=CC=CC=1)C1C=CC=CC=1. The product is [C:1]([O:9]/[CH:12]=[CH:11]\[C:10]([O:14][CH2:15][CH3:16])=[O:13])(=[O:8])[C:2]1[CH:7]=[CH:6][CH:5]=[CH:4][CH:3]=1. The yield is 0.990. (2) The reactants are O1CCOCC1.[NH2:7][C:8]1[N:9]=[C:10]([CH3:22])[C:11]2[CH:17]=[C:16](Br)[C:15](=[O:19])[N:14]([CH2:20][CH3:21])[C:12]=2[N:13]=1.[CH3:23][C:24]1[C:25](B(O)O)=[CH:26][S:27][CH:28]=1.C([O-])([O-])=O.[K+].[K+]. The catalyst is C1C=CC([P]([Pd]([P](C2C=CC=CC=2)(C2C=CC=CC=2)C2C=CC=CC=2)([P](C2C=CC=CC=2)(C2C=CC=CC=2)C2C=CC=CC=2)[P](C2C=CC=CC=2)(C2C=CC=CC=2)C2C=CC=CC=2)(C2C=CC=CC=2)C2C=CC=CC=2)=CC=1.O. The product is [NH2:7][C:8]1[N:9]=[C:10]([CH3:22])[C:11]2[CH:17]=[C:16]([C:25]3[C:24]([CH3:23])=[CH:28][S:27][CH:26]=3)[C:15](=[O:19])[N:14]([CH2:20][CH3:21])[C:12]=2[N:13]=1. The yield is 0.550.